The task is: Predict the reaction yield, written as a fraction of the theoretical maximum amount of product (1.0 means a 100% yield; for example, 0.34 means a 34% yield).. This data is from Reaction yield outcomes from USPTO patents with 853,638 reactions. (1) The reactants are O[CH2:2][C:3]1[CH:4]=[CH:5][C:6]([C:9]#[N:10])=[N:7][CH:8]=1.S(Cl)(C)(=O)=O.C(N(CC)CC)C.S([O-])(=O)(=O)C.[N-:28]=[N+:29]=[N-:30].[Na+]. The catalyst is C(Cl)Cl.CN(C=O)C.O. The product is [N:28]([CH2:2][C:3]1[CH:4]=[CH:5][C:6]([C:9]#[N:10])=[N:7][CH:8]=1)=[N+:29]=[N-:30]. The yield is 0.830. (2) The reactants are [CH3:1][O:2][C:3](=[O:13])[C:4]1[CH:9]=[CH:8][C:7]([C:10](=[O:12])[CH3:11])=[CH:6][CH:5]=1.Br.CS(C)=[O:17]. The catalyst is O. The product is [O:17]=[CH:11][C:10]([C:7]1[CH:8]=[CH:9][C:4]([C:3]([O:2][CH3:1])=[O:13])=[CH:5][CH:6]=1)=[O:12]. The yield is 0.790.